Regression. Given two drug SMILES strings and cell line genomic features, predict the synergy score measuring deviation from expected non-interaction effect. From a dataset of NCI-60 drug combinations with 297,098 pairs across 59 cell lines. (1) Drug 1: C1CC(C1)(C(=O)O)C(=O)O.[NH2-].[NH2-].[Pt+2]. Drug 2: CC1=C(C(=O)C2=C(C1=O)N3CC4C(C3(C2COC(=O)N)OC)N4)N. Cell line: RXF 393. Synergy scores: CSS=2.33, Synergy_ZIP=0.889, Synergy_Bliss=4.35, Synergy_Loewe=-5.91, Synergy_HSA=-1.26. (2) Drug 1: CCC(=C(C1=CC=CC=C1)C2=CC=C(C=C2)OCCN(C)C)C3=CC=CC=C3.C(C(=O)O)C(CC(=O)O)(C(=O)O)O. Drug 2: CC1=C(C=C(C=C1)C(=O)NC2=CC(=CC(=C2)C(F)(F)F)N3C=C(N=C3)C)NC4=NC=CC(=N4)C5=CN=CC=C5. Cell line: HCC-2998. Synergy scores: CSS=-2.61, Synergy_ZIP=0.638, Synergy_Bliss=-0.111, Synergy_Loewe=-8.79, Synergy_HSA=-4.57. (3) Drug 1: C1=CC(=CC=C1CC(C(=O)O)N)N(CCCl)CCCl.Cl. Drug 2: CC(C)(C#N)C1=CC(=CC(=C1)CN2C=NC=N2)C(C)(C)C#N. Cell line: A498. Synergy scores: CSS=4.17, Synergy_ZIP=0.534, Synergy_Bliss=2.15, Synergy_Loewe=-0.669, Synergy_HSA=-1.22. (4) Drug 2: C1=NC2=C(N=C(N=C2N1C3C(C(C(O3)CO)O)O)F)N. Synergy scores: CSS=16.7, Synergy_ZIP=-0.434, Synergy_Bliss=-1.16, Synergy_Loewe=-0.751, Synergy_HSA=0.351. Cell line: MDA-MB-231. Drug 1: COC1=C(C=C2C(=C1)N=CN=C2NC3=CC(=C(C=C3)F)Cl)OCCCN4CCOCC4. (5) Drug 1: CC1C(C(=O)NC(C(=O)N2CCCC2C(=O)N(CC(=O)N(C(C(=O)O1)C(C)C)C)C)C(C)C)NC(=O)C3=C4C(=C(C=C3)C)OC5=C(C(=O)C(=C(C5=N4)C(=O)NC6C(OC(=O)C(N(C(=O)CN(C(=O)C7CCCN7C(=O)C(NC6=O)C(C)C)C)C)C(C)C)C)N)C. Drug 2: CC1CCC2CC(C(=CC=CC=CC(CC(C(=O)C(C(C(=CC(C(=O)CC(OC(=O)C3CCCCN3C(=O)C(=O)C1(O2)O)C(C)CC4CCC(C(C4)OC)O)C)C)O)OC)C)C)C)OC. Cell line: CAKI-1. Synergy scores: CSS=12.3, Synergy_ZIP=-3.64, Synergy_Bliss=-2.14, Synergy_Loewe=-19.1, Synergy_HSA=-9.27. (6) Drug 1: CCC1(CC2CC(C3=C(CCN(C2)C1)C4=CC=CC=C4N3)(C5=C(C=C6C(=C5)C78CCN9C7C(C=CC9)(C(C(C8N6C)(C(=O)OC)O)OC(=O)C)CC)OC)C(=O)OC)O.OS(=O)(=O)O. Drug 2: C(CC(=O)O)C(=O)CN.Cl. Cell line: UO-31. Synergy scores: CSS=0.158, Synergy_ZIP=0.808, Synergy_Bliss=0.165, Synergy_Loewe=-0.678, Synergy_HSA=-1.18. (7) Drug 1: C1C(C(OC1N2C=C(C(=O)NC2=O)F)CO)O. Drug 2: C1CC(=O)NC(=O)C1N2C(=O)C3=CC=CC=C3C2=O. Cell line: MCF7. Synergy scores: CSS=14.6, Synergy_ZIP=-1.24, Synergy_Bliss=-2.79, Synergy_Loewe=-19.8, Synergy_HSA=-3.04.